From a dataset of Full USPTO retrosynthesis dataset with 1.9M reactions from patents (1976-2016). Predict the reactants needed to synthesize the given product. (1) Given the product [F:17][C:13]1[CH:14]=[CH:15][CH:16]=[C:11]([F:10])[C:12]=1[N:18]1[C:23]2[N:24]=[C:25]([O:3][CH2:4][CH:5]([CH2:8][OH:9])[CH2:6][OH:7])[N:26]=[C:27]([C:28]3[CH:33]=[CH:32][C:31]([F:34])=[CH:30][C:29]=3[CH3:35])[C:22]=2[CH:21]=[CH:20][C:19]1=[O:40], predict the reactants needed to synthesize it. The reactants are: [H-].[Na+].[OH:3][CH2:4][CH:5]([CH2:8][OH:9])[CH2:6][OH:7].[F:10][C:11]1[CH:16]=[CH:15][CH:14]=[C:13]([F:17])[C:12]=1[N:18]1[C:23]2[N:24]=[C:25](S(C)(=O)=O)[N:26]=[C:27]([C:28]3[CH:33]=[CH:32][C:31]([F:34])=[CH:30][C:29]=3[CH3:35])[C:22]=2[CH:21]=[CH:20][C:19]1=[O:40]. (2) The reactants are: [O:1]=[C:2]1[C:10]2[C:5](=[CH:6][CH:7]=[CH:8][CH:9]=2)[C:4](=[O:11])[N:3]1[CH2:12][CH2:13][N:14]1[C:23]2[C:18](=[N:19][CH:20]=[C:21]([CH2:24][C:25]3[CH:30]=[CH:29][C:28]([F:31])=[CH:27][CH:26]=3)[CH:22]=2)[C:17]([OH:32])=[C:16]([C:33](OCC)=[O:34])[C:15]1=[O:38].[NH2:39][CH:40]([CH3:43])[CH2:41][OH:42]. Given the product [O:11]=[C:4]1[C:5]2[C:10](=[CH:9][CH:8]=[CH:7][CH:6]=2)[C:2](=[O:1])[N:3]1[CH2:12][CH2:13][N:14]1[C:23]2[C:18](=[N:19][CH:20]=[C:21]([CH2:24][C:25]3[CH:26]=[CH:27][C:28]([F:31])=[CH:29][CH:30]=3)[CH:22]=2)[C:17]([OH:32])=[C:16]([C:33]([NH:39][CH:40]([CH3:43])[CH2:41][OH:42])=[O:34])[C:15]1=[O:38], predict the reactants needed to synthesize it.